This data is from Catalyst prediction with 721,799 reactions and 888 catalyst types from USPTO. The task is: Predict which catalyst facilitates the given reaction. (1) Reactant: [CH3:1][O:2][C:3]1[CH:4]=[C:5]([N:26]2[CH2:31][CH2:30][N:29](C(OC(C)(C)C)=O)[CH2:28][CH2:27]2)[CH:6]=[CH:7][C:8]=1[NH:9][C:10]([C:12]1[C:16]2[C:17](=[O:25])[CH2:18][C:19]([CH2:22][O:23][CH3:24])([CH3:21])[CH2:20][C:15]=2[O:14][CH:13]=1)=[O:11]. Product: [CH3:24][O:23][CH2:22][C:19]1([CH3:21])[CH2:18][C:17](=[O:25])[C:16]2[C:12]([C:10]([NH:9][C:8]3[CH:7]=[CH:6][C:5]([N:26]4[CH2:31][CH2:30][NH:29][CH2:28][CH2:27]4)=[CH:4][C:3]=3[O:2][CH3:1])=[O:11])=[CH:13][O:14][C:15]=2[CH2:20]1. The catalyst class is: 55. (2) Reactant: [NH2:1][C:2]1[CH:7]=[C:6]([C:8]2[C:9]([C:19]3[C:20]([F:37])=[C:21]([NH:25][S:26]([C:29]4[CH:34]=[C:33]([F:35])[CH:32]=[CH:31][C:30]=4[F:36])(=[O:28])=[O:27])[CH:22]=[CH:23][CH:24]=3)=[N:10][N:11]([CH:13]3[CH2:18][CH2:17][O:16][CH2:15][CH2:14]3)[CH:12]=2)[CH:5]=[CH:4][N:3]=1.[C:38](Cl)(=[O:40])[CH3:39].C(N(CC)CC)C. Product: [F:36][C:30]1[CH:31]=[CH:32][C:33]([F:35])=[CH:34][C:29]=1[S:26]([NH:25][C:21]1[C:20]([F:37])=[C:19]([C:9]2[C:8]([C:6]3[CH:5]=[CH:4][N:3]=[C:2]([NH:1][C:38](=[O:40])[CH3:39])[CH:7]=3)=[CH:12][N:11]([CH:13]3[CH2:14][CH2:15][O:16][CH2:17][CH2:18]3)[N:10]=2)[CH:24]=[CH:23][CH:22]=1)(=[O:27])=[O:28]. The catalyst class is: 2. (3) Reactant: C(OC(=O)[NH:7][CH:8]([CH2:36][C:37]1[CH:42]=[CH:41][C:40]([F:43])=[CH:39][CH:38]=1)[C:9]([N:11]1[CH2:16][CH2:15][N:14]([CH:17]([C:29](=[O:32])[NH:30][CH3:31])[CH2:18][C:19]2[CH:28]=[CH:27][C:26]3[C:21](=[CH:22][CH:23]=[CH:24][CH:25]=3)[CH:20]=2)[CH2:13][CH:12]1[CH2:33][O:34][CH3:35])=[O:10])(C)(C)C.[Cl:45]CCCl. Product: [ClH:45].[NH2:7][CH:8]([CH2:36][C:37]1[CH:42]=[CH:41][C:40]([F:43])=[CH:39][CH:38]=1)[C:9]([N:11]1[CH2:16][CH2:15][N:14]([CH:17]([CH2:18][C:19]2[CH:28]=[CH:27][C:26]3[C:21](=[CH:22][CH:23]=[CH:24][CH:25]=3)[CH:20]=2)[C:29]([NH:30][CH3:31])=[O:32])[CH2:13][CH:12]1[CH2:33][O:34][CH3:35])=[O:10]. The catalyst class is: 89. (4) Reactant: Br[CH2:2][CH2:3][CH2:4][CH2:5][CH2:6][CH2:7][Br:8].[CH2:9]([OH:13])[CH2:10][CH:11]=[CH2:12].[OH-].[Na+]. Product: [Br:8][CH2:7][CH2:6][CH2:5][CH2:4][CH2:3][CH2:2][O:13][CH2:9][CH2:10][CH:11]=[CH2:12]. The catalyst class is: 689. (5) Reactant: [Cl:1][C:2]1[CH:3]=[C:4]([C:12]2([C:34]([F:37])([F:36])[F:35])[O:16][N:15]=[C:14]([C:17]3[CH:22]=[CH:21][C:20]([C:23]([N:25]4[CH2:30][C:29](=[O:31])[NH:28][C:27](=[O:32])[CH2:26]4)=[O:24])=[C:19]([CH3:33])[CH:18]=3)[CH2:13]2)[CH:5]=[C:6]([C:8]([F:11])([F:10])[F:9])[CH:7]=1.[F:38][C:39]([F:44])([F:43])[CH2:40][CH2:41]I.CN(C)C=O.C(=O)([O-])[O-].[K+].[K+]. Product: [Cl:1][C:2]1[CH:3]=[C:4]([C:12]2([C:34]([F:35])([F:36])[F:37])[O:16][N:15]=[C:14]([C:17]3[CH:22]=[CH:21][C:20]([C:23]([N:25]4[CH2:30][C:29](=[O:31])[N:28]([CH2:41][CH2:40][C:39]([F:44])([F:43])[F:38])[C:27](=[O:32])[CH2:26]4)=[O:24])=[C:19]([CH3:33])[CH:18]=3)[CH2:13]2)[CH:5]=[C:6]([C:8]([F:11])([F:10])[F:9])[CH:7]=1. The catalyst class is: 578. (6) Product: [Cl:1][C:2]1[CH:3]=[CH:4][C:5]([N:8]2[C:12]([CH3:13])=[C:11]([C:14]3[O:15][C:18]([CH:20]4[CH2:21][CH2:22][CH2:23][CH2:24][CH2:25]4)=[CH:17][N:16]=3)[N:10]=[C:9]2[C:26]2[CH:31]=[CH:30][C:29]([Cl:32])=[CH:28][C:27]=2[Cl:33])=[CH:6][CH:7]=1. The catalyst class is: 1. Reactant: [Cl:1][C:2]1[CH:7]=[CH:6][C:5]([N:8]2[C:12]([CH3:13])=[C:11]([C:14]([NH:16][CH2:17][C:18]([CH:20]3[CH2:25][CH2:24][CH2:23][CH2:22][CH2:21]3)=O)=[O:15])[N:10]=[C:9]2[C:26]2[CH:31]=[CH:30][C:29]([Cl:32])=[CH:28][C:27]=2[Cl:33])=[CH:4][CH:3]=1.CC[N+](S(N=C(OC)[O-])(=O)=O)(CC)CC. (7) Reactant: [CH3:1][O:2][C:3]([C:5]1[CH:9]=[C:8]([N+:10]([O-])=O)[S:7][CH:6]=1)=[O:4]. Product: [CH3:1][O:2][C:3]([C:5]1[CH:9]=[C:8]([NH2:10])[S:7][CH:6]=1)=[O:4]. The catalyst class is: 180.